This data is from Reaction yield outcomes from USPTO patents with 853,638 reactions. The task is: Predict the reaction yield, written as a fraction of the theoretical maximum amount of product (1.0 means a 100% yield; for example, 0.34 means a 34% yield). (1) The reactants are Br[CH2:2][C:3]1[CH:10]=[CH:9][C:6]([C:7]#[N:8])=[CH:5][C:4]=1[N+:11]([O-:13])=[O:12].[NH:14]1[CH2:19][CH2:18][O:17][CH2:16][CH2:15]1.C(N(CC)CC)C. The catalyst is C(Cl)Cl. The product is [O:17]1[CH2:18][CH2:19][N:14]([CH2:2][C:3]2[CH:10]=[CH:9][C:6]([C:7]#[N:8])=[CH:5][C:4]=2[N+:11]([O-:13])=[O:12])[CH2:15][CH2:16]1. The yield is 0.800. (2) The reactants are [N:1]1([C:7]2[CH:16]=[N:15][C:14]3[C:9](=[CH:10][C:11](B4OC(C)(C)C(C)(C)O4)=[CH:12][CH:13]=3)[N:8]=2)[CH2:6][CH2:5][O:4][CH2:3][CH2:2]1.Br[C:27]1[CH:28]=[C:29]2[CH:35]=[N:34][NH:33][C:30]2=[N:31][CH:32]=1.C(=O)([O-])[O-].[Na+].[Na+]. The catalyst is O1CCOCC1. The product is [N:1]1([C:7]2[CH:16]=[N:15][C:14]3[C:9](=[CH:10][C:11]([C:27]4[CH:28]=[C:29]5[CH:35]=[N:34][NH:33][C:30]5=[N:31][CH:32]=4)=[CH:12][CH:13]=3)[N:8]=2)[CH2:2][CH2:3][O:4][CH2:5][CH2:6]1. The yield is 0.260. (3) The reactants are [CH3:1][C:2]([CH3:32])([S@@:4]([NH:6][C@@H:7]([C:28]([F:31])([F:30])[F:29])[C@H:8]([N:14]=C(C1C=CC=CC=1)C1C=CC=CC=1)[C:9]([O:11][CH2:12][CH3:13])=[O:10])=[O:5])[CH3:3].O.C(O)(C(F)(F)F)=O. The catalyst is C1COCC1. The product is [NH2:14][C@@H:8]([C@@H:7]([NH:6][S@:4]([C:2]([CH3:1])([CH3:32])[CH3:3])=[O:5])[C:28]([F:30])([F:31])[F:29])[C:9]([O:11][CH2:12][CH3:13])=[O:10]. The yield is 0.330. (4) The yield is 0.862. The product is [NH2:8][CH:9]1[CH2:23][CH:12]2[CH2:13][N:14]([C:16]([O:18][C:19]([CH3:21])([CH3:20])[CH3:22])=[O:17])[CH2:15][CH:11]2[CH2:10]1. The catalyst is CO.[OH-].[OH-].[Pd+2]. The reactants are C([NH:8][CH:9]1[CH2:23][CH:12]2[CH2:13][N:14]([C:16]([O:18][C:19]([CH3:22])([CH3:21])[CH3:20])=[O:17])[CH2:15][CH:11]2[CH2:10]1)C1C=CC=CC=1.CC(O)=O. (5) The reactants are [CH3:1][CH:2]([C:14]1[CH:19]=[CH:18][C:17]([CH2:20][O:21][CH2:22][CH2:23][O:24][CH2:25][CH2:26][O:27][CH2:28][CH2:29][O:30][CH2:31][CH2:32][O:33]C2CCCCO2)=[CH:16][CH:15]=1)[CH2:3][CH2:4][CH2:5][CH2:6][CH2:7][CH2:8][CH2:9][CH2:10][CH2:11][CH2:12][CH3:13].CC1C=CC(S(O)(=O)=O)=CC=1.O. The catalyst is CO. The product is [CH3:1][CH:2]([C:14]1[CH:15]=[CH:16][C:17]([CH2:20][O:21][CH2:22][CH2:23][O:24][CH2:25][CH2:26][O:27][CH2:28][CH2:29][O:30][CH2:31][CH2:32][OH:33])=[CH:18][CH:19]=1)[CH2:3][CH2:4][CH2:5][CH2:6][CH2:7][CH2:8][CH2:9][CH2:10][CH2:11][CH2:12][CH3:13]. The yield is 0.814. (6) The reactants are C([N:8]1[CH2:13][CH2:12][N:11]([CH:14]2[CH2:24][CH:17]3[CH2:18][N:19]([C:21](=[O:23])[CH3:22])[CH2:20][CH:16]3[CH2:15]2)[CH2:10][CH2:9]1)C1C=CC=CC=1. The catalyst is CO.[OH-].[OH-].[Pd+2]. The product is [N:11]1([CH:14]2[CH2:24][CH:17]3[CH2:18][N:19]([C:21](=[O:23])[CH3:22])[CH2:20][CH:16]3[CH2:15]2)[CH2:12][CH2:13][NH:8][CH2:9][CH2:10]1. The yield is 0.870. (7) The yield is 0.660. The product is [Cl:17][C:18]1[CH:23]=[C:22]([O:8][C:5]2[CH:6]=[CH:7][C:2]([NH2:1])=[C:3]([F:10])[C:4]=2[F:9])[CH:21]=[CH:20][N:19]=1. The reactants are [NH2:1][C:2]1[CH:7]=[CH:6][C:5]([OH:8])=[C:4]([F:9])[C:3]=1[F:10].CC(C)([O-])C.[K+].[Cl:17][C:18]1[CH:23]=[C:22](Cl)[CH:21]=[CH:20][N:19]=1. The catalyst is CC(N(C)C)=O. (8) The yield is 0.389. The catalyst is C1COCC1.C(Cl)Cl.CN(C)C1C=CN=CC=1. The reactants are [Br:1][C:2]1[CH:3]=[CH:4][C:5]([CH3:11])=[C:6]([CH:10]=1)[C:7](O)=[O:8].CN(C=O)C.C(Cl)(=O)C(Cl)=O.[NH2:23][C:24]1[C:25]([CH3:35])=[C:26]([CH:31]=[CH:32][C:33]=1[CH3:34])[C:27]([O:29][CH3:30])=[O:28].N1C=CC=CC=1. The product is [Br:1][C:2]1[CH:3]=[CH:4][C:5]([CH3:11])=[C:6]([CH:10]=1)[C:7]([NH:23][C:24]1[C:25]([CH3:35])=[C:26]([CH:31]=[CH:32][C:33]=1[CH3:34])[C:27]([O:29][CH3:30])=[O:28])=[O:8]. (9) The reactants are [NH2:1][CH:2]([C:6]1[CH:11]=[CH:10][CH:9]=[CH:8][CH:7]=1)[C:3]([OH:5])=[O:4].[C:12](O[C:12]([O:14][C:15]([CH3:18])([CH3:17])[CH3:16])=[O:13])([O:14][C:15]([CH3:18])([CH3:17])[CH3:16])=[O:13].[OH-].[Na+]. The catalyst is CC(C)=O. The product is [C:15]([O:14][C:12]([NH:1][CH:2]([C:6]1[CH:11]=[CH:10][CH:9]=[CH:8][CH:7]=1)[C:3]([OH:5])=[O:4])=[O:13])([CH3:18])([CH3:17])[CH3:16]. The yield is 0.430.